Dataset: Serine/threonine kinase 33 screen with 319,792 compounds. Task: Binary Classification. Given a drug SMILES string, predict its activity (active/inactive) in a high-throughput screening assay against a specified biological target. (1) The compound is Brc1ccc(C2N(C(=O)C(O)=C2C(=O)C)c2ncc(Br)cc2)cc1. The result is 0 (inactive). (2) The drug is Clc1ccc(c2nn(c3sc(C(=O)NCC4OCCC4)cc23)C)cc1. The result is 0 (inactive). (3) The molecule is Brc1cc(ccc1OC)/C=N\NC(=S)NCCCOC. The result is 0 (inactive). (4) The compound is S(CC(=O)NC1CCCCC1)C=1NC(=C(C(C1C#N)c1occc1)C(=O)Nc1sc2c(n1)cccc2)C. The result is 0 (inactive). (5) The result is 0 (inactive). The drug is OC1=C(C(N(C1=O)c1ccc(cc1)C)c1ccc(OC)cc1)C(=O)C.